This data is from Rat liver microsome stability data. The task is: Regression/Classification. Given a drug SMILES string, predict its absorption, distribution, metabolism, or excretion properties. Task type varies by dataset: regression for continuous measurements (e.g., permeability, clearance, half-life) or binary classification for categorical outcomes (e.g., BBB penetration, CYP inhibition). Dataset: rlm. (1) The drug is NC(=O)C1CCN(c2nc(-c3ccc(N4CCCCC4)nc3)cs2)CC1. The result is 1 (stable in rat liver microsomes). (2) The drug is c1ccc2c(Nc3cc[nH]n3)nc(-c3ccncc3)nc2c1. The result is 1 (stable in rat liver microsomes). (3) The molecule is O=C(Nc1nnc(-c2ccc(Cl)cc2)o1)c1ccc(Cl)c(Cl)c1. The result is 1 (stable in rat liver microsomes). (4) The molecule is Cn1c(C#N)ccc1-c1cc(F)c2c(c1)C(C)(C)C(=O)N2. The result is 0 (unstable in rat liver microsomes). (5) The molecule is CCOC(=O)c1cc(-c2ccco2)nc2c1c(C)nn2CCC#N. The result is 1 (stable in rat liver microsomes). (6) The compound is COc1cc(-c2csc(N3CCC(C(N)=O)CC3)n2)cc(OC)c1OC. The result is 0 (unstable in rat liver microsomes).